Dataset: Full USPTO retrosynthesis dataset with 1.9M reactions from patents (1976-2016). Task: Predict the reactants needed to synthesize the given product. (1) Given the product [CH:1]1([C:7]2([CH3:17])[C:12](=[O:13])[N:11]([CH3:14])[C:10](=[O:15])[N:9]([CH2:25][C:26](=[O:27])[C:28]3[CH:33]=[CH:32][CH:31]=[CH:30][CH:29]=3)[C:8]2=[O:16])[CH2:2][CH2:3][CH2:4][CH2:5][CH2:6]1, predict the reactants needed to synthesize it. The reactants are: [CH:1]1([C:7]2([CH3:17])[C:12](=[O:13])[N:11]([CH3:14])[C:10](=[O:15])[NH:9][C:8]2=[O:16])[CH2:6][CH2:5][CH2:4][CH2:3][CH2:2]1.C([O-])([O-])=O.[K+].[K+].Br[CH2:25][C:26]([C:28]1[CH:33]=[CH:32][CH:31]=[CH:30][CH:29]=1)=[O:27].C(O)(=O)CC(CC(O)=O)(C(O)=O)O. (2) Given the product [CH3:1][CH2:2][N:3]1[C:9](=[O:10])[C:7](=[O:8])[N:6]([C:11]([NH:13][C@@H:14]([C:21]([NH:23][C@@H:24]2[C:27](=[O:28])[N:26]3[C@@H:29]([C:34]([O-:36])=[O:35])[C:30]([CH3:32])([CH3:33])[S:31][C@H:25]23)=[O:22])[C:15]2[CH:20]=[CH:19][CH:18]=[CH:17][CH:16]=2)=[O:12])[CH2:5][CH2:4]1.[Na+:61].[CH3:37][C@@:38]1([CH2:51][N:52]2[N:56]=[N:55][CH:54]=[CH:53]2)[S:42](=[O:43])(=[O:44])[C@@H:41]2[CH2:45][C:46](=[O:47])[N:40]2[C@H:39]1[C:48]([O-:50])=[O:49].[Na+:61], predict the reactants needed to synthesize it. The reactants are: [CH3:1][CH2:2][N:3]1[C:9](=[O:10])[C:7](=[O:8])[N:6]([C:11]([NH:13][C@@H:14]([C:21]([NH:23][C@@H:24]2[C:27](=[O:28])[N:26]3[C@@H:29]([C:34]([OH:36])=[O:35])[C:30]([CH3:33])([CH3:32])[S:31][C@H:25]23)=[O:22])[C:15]2[CH:16]=[CH:17][CH:18]=[CH:19][CH:20]=2)=[O:12])[CH2:5][CH2:4]1.[CH3:37][C@@:38]1([CH2:51][N:52]2[N:56]=[N:55][CH:54]=[CH:53]2)[S:42](=[O:44])(=[O:43])[C@@H:41]2[CH2:45][C:46](=[O:47])[N:40]2[C@H:39]1[C:48]([OH:50])=[O:49].C(=O)(O)[O-].[Na+:61]. (3) Given the product [CH3:33][S:30]([C:26]1[N:25]=[CH:24][C:23]([N:19]2[C:18]3[CH:34]=[C:14]([O:13][C@H:10]4[CH2:11][CH2:12][NH:8][CH2:9]4)[CH:15]=[CH:16][C:17]=3[O:22][CH2:21][CH2:20]2)=[CH:28][C:27]=1[CH3:29])(=[O:32])=[O:31], predict the reactants needed to synthesize it. The reactants are: C(OC([N:8]1[CH2:12][CH2:11][C@H:10]([O:13][C:14]2[CH:15]=[CH:16][C:17]3[O:22][CH2:21][CH2:20][N:19]([C:23]4[CH:24]=[N:25][C:26]([S:30]([CH3:33])(=[O:32])=[O:31])=[C:27]([CH3:29])[CH:28]=4)[C:18]=3[CH:34]=2)[CH2:9]1)=O)(C)(C)C.C(O)(C(F)(F)F)=O.C([O-])([O-])=O.[Na+].[Na+]. (4) Given the product [C:41]([CH2:40][N:8]([CH2:10][C:11]1[S:15][CH:14]=[C:13]([C:16]2[CH:17]=[C:18]3[C:22](=[C:23]([C:25]([NH2:27])=[O:26])[CH:24]=2)[NH:21][CH:20]=[C:19]3[CH:28]2[CH2:33][CH2:32][N:31]([S:34]([CH2:37][CH3:38])(=[O:35])=[O:36])[CH2:30][CH2:29]2)[CH:12]=1)[CH3:9])#[N:42], predict the reactants needed to synthesize it. The reactants are: CC1C(C[N:8]([CH2:10][C:11]2[S:15][CH:14]=[C:13]([C:16]3[CH:17]=[C:18]4[C:22](=[C:23]([C:25]([NH2:27])=[O:26])[CH:24]=3)[NH:21][CH:20]=[C:19]4[CH:28]3[CH2:33][CH2:32][N:31]([S:34]([CH2:37][CH3:38])(=[O:36])=[O:35])[CH2:30][CH2:29]3)[CH:12]=2)[CH3:9])=C(C)NN=1.[CH3:40][C:41]1C(CNC)=C(C)N[N:42]=1. (5) Given the product [O:3]1[C:8]2=[CH:9][CH:10]=[CH:11][C:7]2=[CH:6][C:5]([CH:12]2[CH2:17][CH2:16][CH2:15][CH2:14][N:13]2[CH2:18][CH2:19][C@H:20]2[CH2:21][CH2:22][C@H:23]([NH:26][C:31](=[O:32])[CH2:30][CH:29]([O:35][CH3:36])[O:28][CH3:27])[CH2:24][CH2:25]2)=[CH:4]1, predict the reactants needed to synthesize it. The reactants are: Cl.Cl.[O:3]1[C:8]2=[CH:9][CH:10]=[CH:11][C:7]2=[CH:6][C:5]([CH:12]2[CH2:17][CH2:16][CH2:15][CH2:14][N:13]2[CH2:18][CH2:19][C@H:20]2[CH2:25][CH2:24][C@H:23]([NH2:26])[CH2:22][CH2:21]2)=[CH:4]1.[CH3:27][O:28][CH:29]([O:35][CH3:36])[CH2:30][C:31](OC)=[O:32]. (6) Given the product [C:1]([C:3]1[C:4]([N:16]2[CH2:17][CH:18]([C:20](=[O:21])[NH:35][S:32]([CH2:31][C:25]3[CH:26]=[CH:27][C:28]([F:30])=[CH:29][C:24]=3[F:23])(=[O:33])=[O:34])[CH2:19]2)=[N:5][C:6]([CH2:14][CH3:15])=[C:7]([CH:8]=1)[C:9]([O:11][CH2:12][CH3:13])=[O:10])#[N:2], predict the reactants needed to synthesize it. The reactants are: [C:1]([C:3]1[C:4]([N:16]2[CH2:19][CH:18]([C:20](O)=[O:21])[CH2:17]2)=[N:5][C:6]([CH2:14][CH3:15])=[C:7]([C:9]([O:11][CH2:12][CH3:13])=[O:10])[CH:8]=1)#[N:2].[F:23][C:24]1[CH:29]=[C:28]([F:30])[CH:27]=[CH:26][C:25]=1[CH2:31][S:32]([NH2:35])(=[O:34])=[O:33].